This data is from CYP2C19 inhibition data for predicting drug metabolism from PubChem BioAssay. The task is: Regression/Classification. Given a drug SMILES string, predict its absorption, distribution, metabolism, or excretion properties. Task type varies by dataset: regression for continuous measurements (e.g., permeability, clearance, half-life) or binary classification for categorical outcomes (e.g., BBB penetration, CYP inhibition). Dataset: cyp2c19_veith. (1) The compound is Cc1cc(=O)oc(C)c1C(=O)OCC(=O)c1ccc(Cl)cc1. The result is 1 (inhibitor). (2) The molecule is C[C@H](Br)C(=O)c1ccc2cc(Br)c3ccccc3c2c1. The result is 0 (non-inhibitor). (3) The drug is C=CCNC(=O)C1CCN(S(=O)(=O)CC)CC1. The result is 0 (non-inhibitor). (4) The drug is CCOC(=O)[C@H](CCc1ccccc1)N[C@@H](C)C(=O)N1CCC[C@H]1C(=O)O. The result is 0 (non-inhibitor). (5) The compound is COCCn1c(=O)c(-c2ccc(F)c(F)c2)nc2cncnc21. The result is 0 (non-inhibitor). (6) The drug is C[N+]1(C)CCC[C@H]1C(=O)[O-]. The result is 0 (non-inhibitor).